From a dataset of Full USPTO retrosynthesis dataset with 1.9M reactions from patents (1976-2016). Predict the reactants needed to synthesize the given product. The reactants are: [OH-].[Na+].[OH:3][C:4]1[CH:13]=[CH:12][C:11]2[C:6](=[CH:7][CH:8]=[CH:9][CH:10]=2)[C:5]=1[C:14]1[C:23]2[C:18](=[CH:19][CH:20]=[CH:21][CH:22]=2)[CH:17]=[CH:16][C:15]=1[OH:24].[CH2:25](Br)[CH2:26][CH2:27][CH3:28]. Given the product [CH2:25]([O:3][C:4]1[CH:13]=[CH:12][C:11]2[C:6](=[CH:7][CH:8]=[CH:9][CH:10]=2)[C:5]=1[C:14]1[C:23]2[C:18](=[CH:19][CH:20]=[CH:21][CH:22]=2)[CH:17]=[CH:16][C:15]=1[O:24][CH2:13][CH2:4][CH2:5][CH3:6])[CH2:26][CH2:27][CH3:28], predict the reactants needed to synthesize it.